Predict the reactants needed to synthesize the given product. From a dataset of Full USPTO retrosynthesis dataset with 1.9M reactions from patents (1976-2016). Given the product [NH2:15][C:12]1[CH:11]=[CH:10][C:9]([NH:8][C:3]([CH2:4][OH:5])([CH2:6][OH:7])[CH2:2][OH:1])=[CH:14][CH:13]=1, predict the reactants needed to synthesize it. The reactants are: [OH:1][CH2:2][C:3]([NH:8][C:9]1[CH:14]=[CH:13][C:12]([N+:15]([O-])=O)=[CH:11][CH:10]=1)([CH2:6][OH:7])[CH2:4][OH:5].C1CCCCC=1.